Dataset: Full USPTO retrosynthesis dataset with 1.9M reactions from patents (1976-2016). Task: Predict the reactants needed to synthesize the given product. Given the product [NH2:1][C:2]1[CH:3]=[CH:4][C:5]([S:8]([N:11]=[C:12]([N:15]2[N:19]=[CH:18][C:17]3([CH2:20][CH2:21][N:22]([CH2:25][C:26]4[CH:27]=[CH:28][CH:29]=[CH:30][CH:31]=4)[CH2:23][CH2:24]3)[CH2:16]2)[NH:34][CH2:32][CH3:33])(=[O:10])=[O:9])=[CH:6][CH:7]=1, predict the reactants needed to synthesize it. The reactants are: [NH2:1][C:2]1[CH:7]=[CH:6][C:5]([S:8]([N:11]=[C:12]([N:15]2[N:19]=[CH:18][C:17]3([CH2:24][CH2:23][N:22]([CH2:25][C:26]4[CH:31]=[CH:30][CH:29]=[CH:28][CH:27]=4)[CH2:21][CH2:20]3)[CH2:16]2)SC)(=[O:10])=[O:9])=[CH:4][CH:3]=1.[CH2:32]([NH2:34])[CH3:33].